From a dataset of Full USPTO retrosynthesis dataset with 1.9M reactions from patents (1976-2016). Predict the reactants needed to synthesize the given product. (1) Given the product [CH3:11][C:10]1[N:6]([CH2:5][C:4]2[CH:14]=[CH:15][CH:16]=[C:2]([N:21]3[CH2:22][CH2:23][N:18]([CH3:17])[CH2:19][CH2:20]3)[CH:3]=2)[N:7]=[C:8]([C:12]#[N:13])[N:9]=1, predict the reactants needed to synthesize it. The reactants are: Br[C:2]1[CH:3]=[C:4]([CH:14]=[CH:15][CH:16]=1)[CH2:5][N:6]1[C:10]([CH3:11])=[N:9][C:8]([C:12]#[N:13])=[N:7]1.[CH3:17][N:18]1[CH2:23][CH2:22][NH:21][CH2:20][CH2:19]1.C([O-])([O-])=O.[Cs+].[Cs+].C1(P(C2CCCCC2)C2C=CC=CC=2C2C(C(C)C)=CC(C(C)C)=CC=2C(C)C)CCCCC1. (2) Given the product [CH3:1][C:2]1[N:7]=[C:6]([C:8]([F:10])([F:9])[F:11])[N:5]=[C:4]([N:12]2[CH2:17][CH2:16][N:15]([CH2:18][CH2:19][CH2:20][CH2:21][NH:22][C:28]([N:44]3[CH2:45][CH2:46][N:41]([C:35]4[CH:40]=[CH:39][CH:38]=[CH:37][CH:36]=4)[CH2:42][CH2:43]3)=[O:29])[CH2:14][CH2:13]2)[CH:3]=1, predict the reactants needed to synthesize it. The reactants are: [CH3:1][C:2]1[N:7]=[C:6]([C:8]([F:11])([F:10])[F:9])[N:5]=[C:4]([N:12]2[CH2:17][CH2:16][N:15]([CH2:18][CH2:19][CH2:20][CH2:21][NH2:22])[CH2:14][CH2:13]2)[CH:3]=1.C1N=CN([C:28](N2C=NC=C2)=[O:29])C=1.[C:35]1([N:41]2[CH2:46][CH2:45][NH:44][CH2:43][CH2:42]2)[CH:40]=[CH:39][CH:38]=[CH:37][CH:36]=1. (3) The reactants are: [CH3:1][C@H:2]1[NH:7][C@@H:6]([CH3:8])[CH2:5][N:4]([C:9]([O:11][C:12]([CH3:15])([CH3:14])[CH3:13])=[O:10])[CH2:3]1.C=O.[CH:18](O)=O. Given the product [CH3:8][C@H:6]1[N:7]([CH3:18])[C@@H:2]([CH3:1])[CH2:3][N:4]([C:9]([O:11][C:12]([CH3:13])([CH3:15])[CH3:14])=[O:10])[CH2:5]1, predict the reactants needed to synthesize it. (4) Given the product [Br:32][C:33]1[CH:40]=[C:37]([CH:38]=[CH2:46])[C:36]([O:41][CH2:5][CH2:4][CH3:9])=[C:35]([N+:42]([O-:44])=[O:43])[CH:34]=1, predict the reactants needed to synthesize it. The reactants are: [I-].C[P+](C1C=CC=CC=1)(C1C=CC=CC=1)[C:4]1[CH:9]=CC=C[CH:5]=1.C[Si]([N-][Si](C)(C)C)(C)C.[Na+].[Br:32][C:33]1[CH:34]=[C:35]([N+:42]([O-:44])=[O:43])[C:36]([OH:41])=[C:37]([CH:40]=1)[CH:38]=O.I[CH2:46]CC.C(=O)([O-])[O-].[K+].[K+]. (5) Given the product [CH3:1][O:2][CH:3]1[C:8](=[O:10])[NH:15][C:13](=[S:14])[NH:12][C:4]1=[O:5], predict the reactants needed to synthesize it. The reactants are: [CH3:1][O:2][CH:3]([C:8]([O:10]C)=O)[C:4](OC)=[O:5].[NH2:12][C:13]([NH2:15])=[S:14]. (6) The reactants are: [CH3:1][O:2][C:3](=[O:31])[C:4]1[CH:9]=[CH:8][C:7]([CH2:10][O:11][C:12]2[CH:17]=[CH:16][C:15]([C:18]3[C:22]([NH:23]C(OC(C)(C)C)=O)=[CH:21][O:20][N:19]=3)=[CH:14][CH:13]=2)=[CH:6][CH:5]=1. Given the product [CH3:1][O:2][C:3](=[O:31])[C:4]1[CH:9]=[CH:8][C:7]([CH2:10][O:11][C:12]2[CH:17]=[CH:16][C:15]([C:18]3[C:22]([NH2:23])=[CH:21][O:20][N:19]=3)=[CH:14][CH:13]=2)=[CH:6][CH:5]=1, predict the reactants needed to synthesize it. (7) Given the product [CH3:15][C:8]1[CH:7]=[C:6]([CH3:16])[C:5]([C:2]2[NH:3][C:19]([C@@H:21]3[CH2:25][CH2:24][CH2:23][O:22]3)=[CH:18][N:4]=2)=[CH:14][C:9]=1[C:10]([O:12][CH3:13])=[O:11], predict the reactants needed to synthesize it. The reactants are: Cl.[C:2]([C:5]1[C:6]([CH3:16])=[CH:7][C:8]([CH3:15])=[C:9]([CH:14]=1)[C:10]([O:12][CH3:13])=[O:11])(=[NH:4])[NH2:3].Br[CH2:18][C:19]([C@@H:21]1[CH2:25][CH2:24][CH2:23][O:22]1)=O.C(=O)([O-])[O-].[K+].[K+].